From a dataset of HIV replication inhibition screening data with 41,000+ compounds from the AIDS Antiviral Screen. Binary Classification. Given a drug SMILES string, predict its activity (active/inactive) in a high-throughput screening assay against a specified biological target. The result is 0 (inactive). The molecule is Clc1ccc2nsnc2c1.